Task: Predict the product of the given reaction.. Dataset: Forward reaction prediction with 1.9M reactions from USPTO patents (1976-2016) (1) Given the reactants [Cl:1][CH2:2][C:3]1[C:8]([CH3:9])=[C:7]([O:10][CH3:11])[C:6]([CH3:12])=[CH:5][N:4]=1.O.[NH2:14][NH2:15], predict the reaction product. The product is: [ClH:1].[CH3:11][O:10][C:7]1[C:6]([CH3:12])=[CH:5][N:4]=[C:3]([CH2:2][NH:14][NH2:15])[C:8]=1[CH3:9]. (2) Given the reactants Cl[CH2:2][C:3]1[CH:4]=[C:5]([CH:18]=[CH:19][CH:20]=1)[O:6][C:7]1[N:12]=[C:11]([CH3:13])[C:10]([C:14]([F:17])([F:16])[F:15])=[CH:9][CH:8]=1.[P:21]([O:28]CC)([O:25][CH2:26][CH3:27])[O:22][CH2:23][CH3:24], predict the reaction product. The product is: [CH2:23]([O:22][P:21]([CH2:2][C:3]1[CH:4]=[C:5]([CH:18]=[CH:19][CH:20]=1)[O:6][C:7]1[N:12]=[C:11]([CH3:13])[C:10]([C:14]([F:17])([F:16])[F:15])=[CH:9][CH:8]=1)([O:25][CH2:26][CH3:27])=[O:28])[CH3:24].